This data is from NCI-60 drug combinations with 297,098 pairs across 59 cell lines. The task is: Regression. Given two drug SMILES strings and cell line genomic features, predict the synergy score measuring deviation from expected non-interaction effect. (1) Drug 1: CC1=C(C=C(C=C1)C(=O)NC2=CC(=CC(=C2)C(F)(F)F)N3C=C(N=C3)C)NC4=NC=CC(=N4)C5=CN=CC=C5. Drug 2: C1C(C(OC1N2C=NC3=C2NC=NCC3O)CO)O. Cell line: A549. Synergy scores: CSS=-0.0815, Synergy_ZIP=0.574, Synergy_Bliss=1.09, Synergy_Loewe=-0.741, Synergy_HSA=-0.650. (2) Cell line: TK-10. Drug 2: CC1=CC2C(CCC3(C2CCC3(C(=O)C)OC(=O)C)C)C4(C1=CC(=O)CC4)C. Drug 1: CC1OCC2C(O1)C(C(C(O2)OC3C4COC(=O)C4C(C5=CC6=C(C=C35)OCO6)C7=CC(=C(C(=C7)OC)O)OC)O)O. Synergy scores: CSS=27.7, Synergy_ZIP=4.27, Synergy_Bliss=9.90, Synergy_Loewe=-14.7, Synergy_HSA=6.08. (3) Drug 1: CCC1(CC2CC(C3=C(CCN(C2)C1)C4=CC=CC=C4N3)(C5=C(C=C6C(=C5)C78CCN9C7C(C=CC9)(C(C(C8N6C)(C(=O)OC)O)OC(=O)C)CC)OC)C(=O)OC)O.OS(=O)(=O)O. Drug 2: C1CN(CCN1C(=O)CCBr)C(=O)CCBr. Cell line: SNB-75. Synergy scores: CSS=10.8, Synergy_ZIP=-4.10, Synergy_Bliss=-0.711, Synergy_Loewe=1.04, Synergy_HSA=0.0547. (4) Drug 1: CN1CCC(CC1)COC2=C(C=C3C(=C2)N=CN=C3NC4=C(C=C(C=C4)Br)F)OC. Drug 2: N.N.Cl[Pt+2]Cl. Cell line: NCI-H322M. Synergy scores: CSS=28.9, Synergy_ZIP=0.788, Synergy_Bliss=2.70, Synergy_Loewe=-20.8, Synergy_HSA=1.94. (5) Drug 1: CN1CCC(CC1)COC2=C(C=C3C(=C2)N=CN=C3NC4=C(C=C(C=C4)Br)F)OC. Drug 2: CC12CCC3C(C1CCC2O)C(CC4=C3C=CC(=C4)O)CCCCCCCCCS(=O)CCCC(C(F)(F)F)(F)F. Cell line: HS 578T. Synergy scores: CSS=1.33, Synergy_ZIP=2.31, Synergy_Bliss=2.64, Synergy_Loewe=-2.59, Synergy_HSA=-3.66.